Dataset: Forward reaction prediction with 1.9M reactions from USPTO patents (1976-2016). Task: Predict the product of the given reaction. (1) Given the reactants [NH2:1][CH2:2][C:3]1[CH:8]=[CH:7][N:6]=[CH:5][CH:4]=1.[Br:9][C:10]1[S:14][C:13]([S:15](Cl)(=[O:17])=[O:16])=[CH:12][CH:11]=1.C(N(CC)CC)C, predict the reaction product. The product is: [N:6]1[CH:7]=[CH:8][C:3]([CH2:2][NH:1][S:15]([C:13]2[S:14][C:10]([Br:9])=[CH:11][CH:12]=2)(=[O:17])=[O:16])=[CH:4][CH:5]=1. (2) Given the reactants CON(C)[C:4]([C@@H:6]1[CH2:10][C:9](=[O:11])[N:8]([C@@H:12]([C:14]2[CH:19]=[CH:18][C:17]([O:20][CH3:21])=[CH:16][CH:15]=2)[CH3:13])[CH2:7]1)=[O:5].[CH3:23][Mg]Br, predict the reaction product. The product is: [C:4]([C@H:6]1[CH2:7][N:8]([C@@H:12]([C:14]2[CH:15]=[CH:16][C:17]([O:20][CH3:21])=[CH:18][CH:19]=2)[CH3:13])[C:9](=[O:11])[CH2:10]1)(=[O:5])[CH3:23]. (3) Given the reactants [OH:1][C@H:2]1[CH2:7][CH2:6][C@H:5]([CH2:8][NH:9][C:10]([C@@H:12]2[N:16]([C@H](C3C=CC=CC=3)[C@@H](O)C3C=CC=CC=3)[C@H:15]([CH2:32][C:33]([CH3:36])([CH3:35])[CH3:34])[C@@:14]3([C:44]4[C:39](=[CH:40][C:41]([Cl:45])=[CH:42][CH:43]=4)[NH:38][C:37]3=[O:46])[C@H:13]2[C:47]2[CH:52]=[CH:51][CH:50]=[C:49]([Cl:53])[C:48]=2[F:54])=[O:11])[CH2:4][CH2:3]1.C(#N)C.[N+]([O-])([O-])=O.[NH4+].[Ce].C(=O)([O-])O.[Na+], predict the reaction product. The product is: [OH:1][C@H:2]1[CH2:3][CH2:4][C@H:5]([CH2:8][NH:9][C:10]([C@@H:12]2[NH:16][C@@H:15]([CH2:32][C:33]([CH3:36])([CH3:35])[CH3:34])[C@:14]3([C:44]4[C:39](=[CH:40][C:41]([Cl:45])=[CH:42][CH:43]=4)[NH:38][C:37]3=[O:46])[C@H:13]2[C:47]2[CH:52]=[CH:51][CH:50]=[C:49]([Cl:53])[C:48]=2[F:54])=[O:11])[CH2:6][CH2:7]1. (4) The product is: [CH3:24][C:23]([O:22][C:18]([NH:19][NH:20][CH:2]1[CH2:7][CH2:6][N:5]([C:8]([O:10][CH2:11][C:12]2[CH:17]=[CH:16][CH:15]=[CH:14][CH:13]=2)=[O:9])[CH2:4][CH2:3]1)=[O:21])([CH3:26])[CH3:25]. Given the reactants O=[C:2]1[CH2:7][CH2:6][N:5]([C:8]([O:10][CH2:11][C:12]2[CH:17]=[CH:16][CH:15]=[CH:14][CH:13]=2)=[O:9])[CH2:4][CH2:3]1.[C:18]([O:22][C:23]([CH3:26])([CH3:25])[CH3:24])(=[O:21])[NH:19][NH2:20].C(O[BH-](OC(=O)C)OC(=O)C)(=O)C.[Na+].[OH-].[Na+], predict the reaction product. (5) Given the reactants [Cl:1][C:2]1[CH:10]=[CH:9][CH:8]=[C:7]([F:11])[C:3]=1[C:4]([OH:6])=O.[CH3:12][C:13]1[N:18]=[CH:17][C:16]([C:19]2([CH2:25][NH2:26])[CH2:24][CH2:23][O:22][CH2:21][CH2:20]2)=[CH:15][N:14]=1, predict the reaction product. The product is: [Cl:1][C:2]1[CH:10]=[CH:9][CH:8]=[C:7]([F:11])[C:3]=1[C:4]([NH:26][CH2:25][C:19]1([C:16]2[CH:17]=[N:18][C:13]([CH3:12])=[N:14][CH:15]=2)[CH2:24][CH2:23][O:22][CH2:21][CH2:20]1)=[O:6]. (6) Given the reactants F[C:2]1[C:3]([N+:18]([O-:20])=[O:19])=[C:4]([CH:14]=[C:15]([F:17])[CH:16]=1)[NH:5][C:6]1[CH:11]=[CH:10][C:9]([I:12])=[CH:8][C:7]=1[F:13].[OH:21][C:22]1[CH:23]=[C:24]([CH:38]=[CH:39][CH:40]=1)[CH2:25][NH:26][S:27]([NH:30][C:31](=[O:37])[O:32][C:33]([CH3:36])([CH3:35])[CH3:34])(=[O:29])=[O:28].C(=O)([O-])[O-].[Cs+].[Cs+], predict the reaction product. The product is: [F:17][C:15]1[CH:14]=[C:4]([NH:5][C:6]2[CH:11]=[CH:10][C:9]([I:12])=[CH:8][C:7]=2[F:13])[C:3]([N+:18]([O-:20])=[O:19])=[C:2]([CH:16]=1)[O:21][C:22]1[CH:23]=[C:24]([CH:38]=[CH:39][CH:40]=1)[CH2:25][NH:26][S:27]([NH:30][C:31](=[O:37])[O:32][C:33]([CH3:36])([CH3:35])[CH3:34])(=[O:29])=[O:28]. (7) Given the reactants [S:1]1[CH:5]=[CH:4][CH:3]=[C:2]1[CH2:6][CH2:7][NH:8][CH:9]([C:12]1[CH:17]=[CH:16][CH:15]=[CH:14][C:13]=1[Cl:18])[C:10]#[N:11].[BrH:19], predict the reaction product. The product is: [BrH:19].[S:1]1[CH:5]=[CH:4][CH:3]=[C:2]1[CH2:6][CH2:7][NH:8][CH:9]([C:12]1[CH:17]=[CH:16][CH:15]=[CH:14][C:13]=1[Cl:18])[C:10]#[N:11]. (8) Given the reactants [S:1]1[C:9]2[CH2:8][CH2:7][N:6]([CH2:10][C:11]3[CH:12]=[C:13]([CH2:17][OH:18])[CH:14]=[CH:15][CH:16]=3)[CH2:5][C:4]=2[CH:3]=[CH:2]1.C(N(CC)CC)C.[CH3:26][S:27](Cl)(=[O:29])=[O:28], predict the reaction product. The product is: [S:27]([O:18][CH2:17][C:13]1[CH:14]=[CH:15][CH:16]=[C:11]([CH2:10][N:6]2[CH2:7][CH2:8][C:9]3[S:1][CH:2]=[CH:3][C:4]=3[CH2:5]2)[CH:12]=1)(=[O:29])(=[O:28])[CH3:26]. (9) Given the reactants [C:1]([C:3]1[CH:8]=[CH:7][C:6](B(O)O)=[CH:5][CH:4]=1)#[N:2].I[C:13]1[S:17][C:16]([C:18]([O:20][CH3:21])=[O:19])=[C:15]([N:22]([C:26]([C@H:28]2[CH2:33][CH2:32][C@H:31]([CH3:34])[CH2:30][CH2:29]2)=[O:27])[CH:23]([CH3:25])[CH3:24])[CH:14]=1.C(=O)([O-])[O-].[Na+].[Na+], predict the reaction product. The product is: [C:1]([C:3]1[CH:8]=[CH:7][C:6]([C:13]2[S:17][C:16]([C:18]([O:20][CH3:21])=[O:19])=[C:15]([N:22]([C:26]([C@H:28]3[CH2:33][CH2:32][C@H:31]([CH3:34])[CH2:30][CH2:29]3)=[O:27])[CH:23]([CH3:25])[CH3:24])[CH:14]=2)=[CH:5][CH:4]=1)#[N:2]. (10) Given the reactants [ClH:1].[CH3:2][O:3][C:4]1[CH:9]=[CH:8][C:7]([C:10]2[CH:15]=[CH:14][CH:13]=[C:12]([CH2:16][C@H:17]([NH:32][C:33]([C@H:35]3[CH2:40][CH2:39][C@H:38]([CH2:41][NH:42]C(=O)OC(C)(C)C)[CH2:37][CH2:36]3)=[O:34])[C:18](=[O:31])[NH:19][C:20]3[CH:25]=[CH:24][C:23]([C:26]4[NH:30][N:29]=[N:28][N:27]=4)=[CH:22][CH:21]=3)[CH:11]=2)=[CH:6][C:5]=1[S:50]([N:53]1[CH2:58][CH2:57][O:56][CH2:55][CH2:54]1)(=[O:52])=[O:51].C(#N)C, predict the reaction product. The product is: [ClH:1].[NH2:42][CH2:41][C@H:38]1[CH2:39][CH2:40][C@H:35]([C:33]([NH:32][C@@H:17]([CH2:16][C:12]2[CH:11]=[C:10]([C:7]3[CH:8]=[CH:9][C:4]([O:3][CH3:2])=[C:5]([S:50]([N:53]4[CH2:58][CH2:57][O:56][CH2:55][CH2:54]4)(=[O:51])=[O:52])[CH:6]=3)[CH:15]=[CH:14][CH:13]=2)[C:18](=[O:31])[NH:19][C:20]2[CH:21]=[CH:22][C:23]([C:26]3[NH:27][N:28]=[N:29][N:30]=3)=[CH:24][CH:25]=2)=[O:34])[CH2:36][CH2:37]1.